From a dataset of Catalyst prediction with 721,799 reactions and 888 catalyst types from USPTO. Predict which catalyst facilitates the given reaction. (1) Reactant: [Br:1][C:2]1[CH:3]=[C:4]([CH:8]=[C:9]([F:11])[CH:10]=1)[C:5](O)=[O:6].O1CCCC1.B.CO. Product: [Br:1][C:2]1[CH:3]=[C:4]([CH2:5][OH:6])[CH:8]=[C:9]([F:11])[CH:10]=1. The catalyst class is: 54. (2) The catalyst class is: 20. Product: [CH:4]1([C:7]2[CH:8]=[C:9]([C:13]3[S:17][C:16]([C:18]([OH:20])=[O:19])=[CH:15][CH:14]=3)[N:10]=[N:11][CH:12]=2)[CH2:5][CH2:6]1. Reactant: O[Li].O.[CH:4]1([C:7]2[CH:8]=[C:9]([C:13]3[S:17][C:16]([C:18]([O:20]CC)=[O:19])=[CH:15][CH:14]=3)[N:10]=[N:11][CH:12]=2)[CH2:6][CH2:5]1. (3) Reactant: [Br:1][C:2]1[CH:7]=[CH:6][C:5]([C@@H:8]([NH2:10])[CH3:9])=[CH:4][CH:3]=1.[C:11]([OH:14])(=[O:13])C.O[C:16]([C:23]1[CH:28]=[CH:27][CH:26]=[CH:25][CH:24]=1)([CH2:20][O:21][CH3:22])[CH2:17][CH:18]=O. Product: [Br:1][C:2]1[CH:7]=[CH:6][C:5]([C@@H:8]([N:10]2[CH2:18][CH2:17][C@:16]([CH2:20][O:21][CH3:22])([C:23]3[CH:28]=[CH:27][CH:26]=[CH:25][CH:24]=3)[O:14][C:11]2=[O:13])[CH3:9])=[CH:4][CH:3]=1. The catalyst class is: 7.